From a dataset of Choline transporter screen with 302,306 compounds. Binary Classification. Given a drug SMILES string, predict its activity (active/inactive) in a high-throughput screening assay against a specified biological target. (1) The drug is O(c1c(/[nH]c(nc1)N)=C1/C(=O)C=C(OCC)C=C1)c1cc(OC)ccc1. The result is 0 (inactive). (2) The result is 0 (inactive). The drug is FC(F)(F)c1c(NC(=O)NC2CCCCC2)cccc1. (3) The compound is o1c(CNC(=O)c2nc3n(c2)ccc(c3)C)ccc1. The result is 0 (inactive). (4) The drug is O1c2c(OCCC1)ccc(C(=O)CCc1ccccc1)c2. The result is 0 (inactive). (5) The compound is S(c1n(c2ccc(cc2)C)c(=O)c2c(n1)cccc2)CC(=O)Nc1noc(c1)C. The result is 0 (inactive). (6) The drug is s1c(NC(=O)c2cc(cc([N+]([O-])=O)c2)C(OC)=O)nnc1COC. The result is 0 (inactive). (7) The drug is o1c(C(=O)Nc2n(c3c(n2)cccc3)CC=C)ccc1. The result is 0 (inactive). (8) The molecule is Fc1c(CC(OCC=2NC(=O)NC(C2C(OCC)=O)C)=O)cccc1. The result is 0 (inactive).